From a dataset of Reaction yield outcomes from USPTO patents with 853,638 reactions. Predict the reaction yield, written as a fraction of the theoretical maximum amount of product (1.0 means a 100% yield; for example, 0.34 means a 34% yield). (1) The reactants are [CH:1]([C:3]1[CH:4]=[C:5]([O:9][CH3:10])[CH:6]=[CH:7][CH:8]=1)=[CH2:2].C(O)(=[O:13])C.BrN1C(=O)CCC1=O.[OH-].[Na+]. The catalyst is O1CCOCC1.O. The product is [CH3:10][O:9][C:5]1[CH:4]=[C:3]([CH:1]2[CH2:2][O:13]2)[CH:8]=[CH:7][CH:6]=1. The yield is 1.00. (2) The reactants are [NH2:1][C:2]1[CH:7]=[CH:6][C:5]([CH2:8][C:9]([CH3:16])([CH3:15])[C:10](OCC)=[O:11])=[C:4]([C:17]([F:20])([F:19])[F:18])[CH:3]=1.[H-].[H-].[H-].[H-].[Li+].[Al+3]. The catalyst is C1COCC1. The product is [NH2:1][C:2]1[CH:7]=[CH:6][C:5]([CH2:8][C:9]([CH3:16])([CH3:15])[CH2:10][OH:11])=[C:4]([C:17]([F:18])([F:19])[F:20])[CH:3]=1. The yield is 0.644.